This data is from Reaction yield outcomes from USPTO patents with 853,638 reactions. The task is: Predict the reaction yield, written as a fraction of the theoretical maximum amount of product (1.0 means a 100% yield; for example, 0.34 means a 34% yield). (1) The reactants are Cl[C:2]1[C:3]2[S:10][CH:9]=[CH:8][C:4]=2[N:5]=[CH:6][N:7]=1.[OH:11][CH:12]1[CH2:17][CH2:16][NH:15][CH2:14][CH2:13]1.[N+](C1C=CC([O:27][C:28](=O)[NH:29][C:30]2[CH:35]=[CH:34][C:33]([CH:36]([CH3:38])[CH3:37])=[CH:32][CH:31]=2)=CC=1)([O-])=O.[H-].[Na+]. The catalyst is CCOC(C)=O. The product is [N:5]1[C:4]2[CH:8]=[CH:9][S:10][C:3]=2[C:2]([N:15]2[CH2:16][CH2:17][CH:12]([O:11][C:28](=[O:27])[NH:29][C:30]3[CH:35]=[CH:34][C:33]([CH:36]([CH3:37])[CH3:38])=[CH:32][CH:31]=3)[CH2:13][CH2:14]2)=[N:7][CH:6]=1. The yield is 0.310. (2) The reactants are [NH2:1][C:2]1[C:3]([NH:34][CH3:35])=[CH:4][C:5]([C:10]2[CH:29]=[CH:28][C:13]([O:14][CH2:15][CH2:16][CH:17]3[CH2:20][N:19]([C:21]([O:23][C:24]([CH3:27])([CH3:26])[CH3:25])=[O:22])[CH2:18]3)=[C:12]([C:30]([F:33])([F:32])[F:31])[CH:11]=2)=[N:6][C:7]=1[C:8]#[N:9].Cl.[N:37]([O-])=O.[Na+]. The product is [C:8]([C:7]1[C:2]2[N:1]=[N:37][N:34]([CH3:35])[C:3]=2[CH:4]=[C:5]([C:10]2[CH:29]=[CH:28][C:13]([O:14][CH2:15][CH2:16][CH:17]3[CH2:18][N:19]([C:21]([O:23][C:24]([CH3:25])([CH3:26])[CH3:27])=[O:22])[CH2:20]3)=[C:12]([C:30]([F:33])([F:31])[F:32])[CH:11]=2)[N:6]=1)#[N:9]. The catalyst is CN1C(=O)CCC1.O.CCOC(C)=O. The yield is 0.840. (3) The reactants are [CH:1]([C:3]1[CH:4]=[CH:5][C:6]([N:9]([CH2:27][C:28]2[CH:33]=[CH:32][C:31]([O:34][C:35]([F:38])([F:37])[F:36])=[CH:30][CH:29]=2)[CH2:10][CH2:11][C:12]2[CH:26]=[CH:25][C:15]([O:16][C:17]([CH3:24])([CH3:23])[C:18]([O:20][CH2:21][CH3:22])=[O:19])=[CH:14][CH:13]=2)=[N:7][CH:8]=1)=[O:2].[F:39][C:40]([Si](C)(C)C)([F:42])[F:41].[F-].C([N+](CCCC)(CCCC)CCCC)CCC. The catalyst is C1COCC1. The product is [CH3:24][C:17]([O:16][C:15]1[CH:25]=[CH:26][C:12]([CH2:11][CH2:10][N:9]([C:6]2[CH:5]=[CH:4][C:3]([CH:1]([OH:2])[C:40]([F:42])([F:41])[F:39])=[CH:8][N:7]=2)[CH2:27][C:28]2[CH:33]=[CH:32][C:31]([O:34][C:35]([F:38])([F:37])[F:36])=[CH:30][CH:29]=2)=[CH:13][CH:14]=1)([CH3:23])[C:18]([O:20][CH2:21][CH3:22])=[O:19]. The yield is 0.550. (4) The reactants are [CH3:1][C:2]1[C:7]([OH:8])=[CH:6][CH:5]=[CH:4][N:3]=1.[H-].[Na+].[Br:11][C:12]1[CH:13]=[C:14]([N+]([O-])=O)[C:15]([C:18]#[N:19])=[N:16][CH:17]=1.O. The catalyst is CN(C=O)C. The product is [Br:11][C:12]1[CH:13]=[C:14]([O:8][C:7]2[C:2]([CH3:1])=[N:3][CH:4]=[CH:5][CH:6]=2)[C:15]([C:18]#[N:19])=[N:16][CH:17]=1. The yield is 0.480.